This data is from Full USPTO retrosynthesis dataset with 1.9M reactions from patents (1976-2016). The task is: Predict the reactants needed to synthesize the given product. (1) Given the product [NH2:1][C:2]1[N:10]=[CH:9][N:8]=[C:7]2[C:3]=1[N:4]=[C:5]([S:17][C:18]1[CH:27]=[CH:26][C:25]3[C:20](=[CH:21][CH:22]=[CH:23][CH:24]=3)[CH:19]=1)[N:6]2[CH2:11][CH2:12][OH:13], predict the reactants needed to synthesize it. The reactants are: [NH2:1][C:2]1[N:10]=[CH:9][N:8]=[C:7]2[C:3]=1[N:4]=[C:5]([S:17][C:18]1[CH:27]=[CH:26][C:25]3[C:20](=[CH:21][CH:22]=[CH:23][CH:24]=3)[CH:19]=1)[N:6]2[CH2:11][CH2:12][O:13]C(=O)C. (2) Given the product [CH3:1][C:2]1[C:10]([N+:11]([O-:12])=[O:16])=[CH:9][CH:8]=[CH:7][C:3]=1[C:4](=[NH:5])[NH:14][NH2:15], predict the reactants needed to synthesize it. The reactants are: [CH3:1][C:2]1[C:10]([N+:11]([O-])=[O:12])=[CH:9][CH:8]=[CH:7][C:3]=1[C:4](=S)[NH2:5].[NH2:14][NH2:15].[OH2:16]. (3) Given the product [F:19][C:20]1[CH:25]=[CH:24][CH:23]=[CH:22][C:21]=1[N:26]1[CH2:31][CH2:30][N:29]([C:5](=[NH:18])[CH2:6][N:7]2[C:11]([CH3:12])=[CH:10][CH:9]=[C:8]2[C:13]([O:15][CH2:16][CH3:17])=[O:14])[CH2:28][CH2:27]1, predict the reactants needed to synthesize it. The reactants are: Cl.C(O[C:5](=[NH:18])[CH2:6][N:7]1[C:11]([CH3:12])=[CH:10][CH:9]=[C:8]1[C:13]([O:15][CH2:16][CH3:17])=[O:14])C.[F:19][C:20]1[CH:25]=[CH:24][CH:23]=[CH:22][C:21]=1[N:26]1[CH2:31][CH2:30][NH:29][CH2:28][CH2:27]1.